This data is from Forward reaction prediction with 1.9M reactions from USPTO patents (1976-2016). The task is: Predict the product of the given reaction. (1) The product is: [Br:27][C:26]1[C:22]([C:18]2[CH:17]=[C:16]([NH:15][C:8]([C:7]3[CH:11]=[CH:12][C:4]([O:3][C:2]([F:14])([F:13])[F:1])=[CH:5][CH:6]=3)=[O:9])[CH:21]=[CH:20][CH:19]=2)=[N:23][N:24]([CH3:28])[CH:25]=1. Given the reactants [F:1][C:2]([F:14])([F:13])[O:3][C:4]1[CH:12]=[CH:11][C:7]([C:8](Cl)=[O:9])=[CH:6][CH:5]=1.[NH2:15][C:16]1[CH:17]=[C:18]([C:22]2[C:26]([Br:27])=[CH:25][N:24]([CH3:28])[N:23]=2)[CH:19]=[CH:20][CH:21]=1.C(N(CC)CC)C, predict the reaction product. (2) Given the reactants [C:1]([C:3]1[CH:8]=[CH:7][C:6]([C:9]2[CH:10]=[N:11][N:12]([C:16]3[CH:25]=[CH:24][C:19]([C:20]([O:22]C)=[O:21])=[CH:18][N:17]=3)[C:13]=2[O:14]C)=[C:5]([F:26])[CH:4]=1)#[N:2].[Cl-].[Li+].[OH-].[Li+].Cl, predict the reaction product. The product is: [C:1]([C:3]1[CH:8]=[CH:7][C:6]([C:9]2[CH:10]=[N:11][N:12]([C:16]3[CH:25]=[CH:24][C:19]([C:20]([OH:22])=[O:21])=[CH:18][N:17]=3)[C:13]=2[OH:14])=[C:5]([F:26])[CH:4]=1)#[N:2]. (3) Given the reactants [CH3:1][C:2]1([CH3:16])[C:6]([CH3:8])([CH3:7])[O:5][B:4]([C:9]2[CH:14]=[CH:13][C:12]([NH2:15])=[CH:11][CH:10]=2)[O:3]1.C(N(CC)CC)C.[F:24][C:25]1[CH:30]=[CH:29][C:28]([CH3:31])=[CH:27][C:26]=1[N:32]=[C:33]=[O:34], predict the reaction product. The product is: [F:24][C:25]1[CH:30]=[CH:29][C:28]([CH3:31])=[CH:27][C:26]=1[NH:32][C:33]([NH:15][C:12]1[CH:13]=[CH:14][C:9]([B:4]2[O:3][C:2]([CH3:16])([CH3:1])[C:6]([CH3:7])([CH3:8])[O:5]2)=[CH:10][CH:11]=1)=[O:34]. (4) Given the reactants [CH3:1][O:2][C:3]1[CH:4]=[C:5]2[C:10](=[CH:11][C:12]=1[O:13][CH3:14])[C:9]([CH2:15][CH2:16][CH3:17])=[N:8][C:7]([OH:18])=[CH:6]2.[ClH:19].[Cl:20][CH2:21][C:22]1[C:23]([N:33]([CH3:35])[CH3:34])=[N:24][C:25]2[C:30]([CH:31]=1)=[CH:29][C:28]([CH3:32])=[CH:27][CH:26]=2, predict the reaction product. The product is: [ClH:20].[ClH:19].[CH3:34][N:33]([CH3:35])[C:23]1[C:22]([CH2:21][C:6]2[C:5]3[C:10](=[CH:11][C:12]([O:13][CH3:14])=[C:3]([O:2][CH3:1])[CH:4]=3)[C:9]([CH2:15][CH2:16][CH3:17])=[N:8][C:7]=2[OH:18])=[CH:31][C:30]2[C:25](=[CH:26][CH:27]=[C:28]([CH3:32])[CH:29]=2)[N:24]=1. (5) Given the reactants [C:1]1([S:7]([N:10]2[C:18]3[C:13](=[CH:14][CH:15]=[C:16]([F:19])[CH:17]=3)[C:12]([C:20]3[CH:21]=[CH:22][C:23]4[N:27]=[C:26]([CH2:28]Cl)[NH:25][C:24]=4[CH:30]=3)=[CH:11]2)(=[O:9])=[O:8])[CH:6]=[CH:5][CH:4]=[CH:3][CH:2]=1.[CH3:31][N:32]1[CH2:37][CH2:36][NH:35][CH2:34][CH2:33]1, predict the reaction product. The product is: [F:19][C:16]1[CH:17]=[C:18]2[C:13]([C:12]([C:20]3[CH:21]=[CH:22][C:23]4[N:27]=[C:26]([CH2:28][N:35]5[CH2:36][CH2:37][N:32]([CH3:31])[CH2:33][CH2:34]5)[NH:25][C:24]=4[CH:30]=3)=[CH:11][N:10]2[S:7]([C:1]2[CH:6]=[CH:5][CH:4]=[CH:3][CH:2]=2)(=[O:9])=[O:8])=[CH:14][CH:15]=1. (6) The product is: [CH3:11][O:10][C:8](=[O:9])[C@@H:2]([NH:1][C:12]([O:14][CH2:15][C:16]1[CH:17]=[CH:18][CH:19]=[CH:20][CH:21]=1)=[O:13])[CH2:3][CH2:4][CH2:5][OH:6]. Given the reactants [NH:1]([C:12]([O:14][CH2:15][C:16]1[CH:21]=[CH:20][CH:19]=[CH:18][CH:17]=1)=[O:13])[C@H:2]([C:8]([O:10][CH3:11])=[O:9])[CH2:3][CH2:4][C:5](=O)[OH:6].CN1CCOCC1.ClC(OCC(C)C)=O.[BH4-].[Na+], predict the reaction product.